Dataset: Forward reaction prediction with 1.9M reactions from USPTO patents (1976-2016). Task: Predict the product of the given reaction. (1) Given the reactants [C:1]([C:3]1[N:8]=[CH:7][C:6]([S:9]([C:12]2[N:16]([C:17]3[CH:22]=[CH:21][CH:20]=[CH:19][C:18]=3[F:23])[N:15]=[C:14]([CH2:24][N:25](C)[C:26](=O)OC(C)(C)C)[CH:13]=2)(=[O:11])=[O:10])=[CH:5][CH:4]=1)#[N:2].C(OCC)(=O)C.[ClH:40], predict the reaction product. The product is: [ClH:40].[F:23][C:18]1[CH:19]=[CH:20][CH:21]=[CH:22][C:17]=1[N:16]1[C:12]([S:9]([C:6]2[CH:5]=[CH:4][C:3]([C:1]#[N:2])=[N:8][CH:7]=2)(=[O:11])=[O:10])=[CH:13][C:14]([CH2:24][NH:25][CH3:26])=[N:15]1. (2) Given the reactants [Cl:1][C:2]1[CH:3]=[C:4]([C:10]2[CH:11]=[N:12][CH:13]=[C:14]([CH:18]=2)[C:15]([OH:17])=O)[CH:5]=[CH:6][C:7]=1[O:8][CH3:9].[CH3:19][O:20][C:21]([C:23]1([NH2:31])[CH2:28][CH2:27][CH:26]([CH2:29][CH3:30])[CH2:25][CH2:24]1)=[O:22], predict the reaction product. The product is: [CH3:19][O:20][C:21]([C:23]1([NH:31][C:15]([C:14]2[CH:13]=[N:12][CH:11]=[C:10]([C:4]3[CH:5]=[CH:6][C:7]([O:8][CH3:9])=[C:2]([Cl:1])[CH:3]=3)[CH:18]=2)=[O:17])[CH2:28][CH2:27][CH:26]([CH2:29][CH3:30])[CH2:25][CH2:24]1)=[O:22]. (3) The product is: [Cl:21][C:22]1[CH:23]=[C:24]([NH:28][C:29]2[O:15][C:14]([C@@:12]3([CH3:18])[NH:13][C:8](=[NH:44])[N:9]([CH3:20])[C:10](=[O:19])[CH2:11]3)=[N:16][N:17]=2)[CH:25]=[CH:26][CH:27]=1. Given the reactants C(OC([C@H:8]1[NH:13][C:12]([CH3:18])([C:14]([NH:16][NH2:17])=[O:15])[CH2:11][C:10](=[O:19])[N:9]1[CH3:20])=O)(C)(C)C.[Cl:21][C:22]1[CH:23]=[C:24]([N:28]=[C:29]=O)[CH:25]=[CH:26][CH:27]=1.S(Cl)(C1C=CC(C)=CC=1)(=O)=O.CC[N:44](CC)CC, predict the reaction product. (4) Given the reactants [Br:1][C:2]1[CH:7]=[CH:6][CH:5]=[CH:4][C:3]=1[CH2:8][C:9]#[N:10].[CH3:11][O:12][C:13](=[O:18])[CH:14]=[CH:15]OC.CC(C)([O-])C.[Na+].C(O)(=O)CC(CC(O)=O)(C(O)=O)O, predict the reaction product. The product is: [CH3:11][O:12][C:13](=[O:18])[CH2:14][CH:15]=[C:8]([C:3]1[CH:4]=[CH:5][CH:6]=[CH:7][C:2]=1[Br:1])[C:9]#[N:10]. (5) Given the reactants [F:1][C:2]1[CH:7]=[CH:6][C:5]([N:8]=[CH:9][C:10]2[CH:15]=[CH:14][C:13]([OH:16])=[CH:12][CH:11]=2)=[CH:4][CH:3]=1.[F:17][C:18]1[CH:23]=[CH:22][C:21]([C:24]2([CH2:29][CH2:30][CH2:31][C:32]([N:34]3[C@@H:38]([C:39]4[CH:44]=[CH:43][CH:42]=[CH:41][CH:40]=4)[CH2:37][O:36][C:35]3=[O:45])=[O:33])[O:28][CH2:27][CH2:26][O:25]2)=[CH:20][CH:19]=1.C(N(C(C)C)CC)(C)C.Cl[Si:56]([CH3:59])([CH3:58])[CH3:57].C/C(/O[Si](C)(C)C)=N\[Si](C)(C)C, predict the reaction product. The product is: [F:1][C:2]1[CH:7]=[CH:6][C:5]([NH:8][C@H:9]([C:10]2[CH:15]=[CH:14][C:13]([O:16][Si:56]([CH3:59])([CH3:58])[CH3:57])=[CH:12][CH:11]=2)[C@@H:31]([CH2:30][CH2:29][C:24]2([C:21]3[CH:22]=[CH:23][C:18]([F:17])=[CH:19][CH:20]=3)[O:25][CH2:26][CH2:27][O:28]2)[C:32]([N:34]2[C@@H:38]([C:39]3[CH:40]=[CH:41][CH:42]=[CH:43][CH:44]=3)[CH2:37][O:36][C:35]2=[O:45])=[O:33])=[CH:4][CH:3]=1. (6) Given the reactants C(OC([N:8]1[CH2:12][CH2:11][CH:10]([NH:13][C:14]([C:16]2[S:17][CH:18]=[CH:19][C:20]=2[NH:21][C:22]2[CH:27]=[CH:26][N:25]=[C:24]3[NH:28][CH:29]=[CH:30][C:23]=23)=[O:15])[CH2:9]1)=O)(C)(C)C.N[C@@H:32]([C:36]1C=CC=C[CH:37]=1)[CH2:33][C:34]#N, predict the reaction product. The product is: [C:12]([CH2:11][C@@H:10]([NH:13][C:14]([C:16]1[S:17][CH:18]=[CH:19][C:20]=1[NH:21][C:22]1[CH:27]=[CH:26][N:25]=[C:24]2[NH:28][CH:29]=[CH:30][C:23]=12)=[O:15])[C:9]1[CH:37]=[CH:36][CH:32]=[CH:33][CH:34]=1)#[N:8].